This data is from Full USPTO retrosynthesis dataset with 1.9M reactions from patents (1976-2016). The task is: Predict the reactants needed to synthesize the given product. (1) Given the product [F:1][C:2]([F:7])([F:6])[C:3]([OH:5])=[O:4].[CH3:8][C:9]1[CH:14]=[C:13]([NH:15][C:16]2[NH:20][N:19]=[CH:18][CH:17]=2)[N:12]=[C:11]([N:21]2[CH2:26][C@H:25]([C:27]3[CH:28]=[CH:29][CH:30]=[CH:31][CH:32]=3)[CH2:24][C@H:23]([C:33]([OH:35])=[O:34])[CH2:22]2)[N:10]=1, predict the reactants needed to synthesize it. The reactants are: [F:1][C:2]([F:7])([F:6])[C:3]([OH:5])=[O:4].[CH3:8][C:9]1[CH:14]=[C:13]([NH:15][C:16]2[NH:20][N:19]=[CH:18][CH:17]=2)[N:12]=[C:11]([N:21]2[CH2:26][C@H:25]([C:27]3[CH:32]=[CH:31][CH:30]=[CH:29][CH:28]=3)[CH2:24][C@H:23]([C:33]([O:35]C)=[O:34])[CH2:22]2)[N:10]=1.[OH-].[Na+]. (2) Given the product [F:8][C:9]1[CH:10]=[CH:11][C:12]([O:27][CH3:28])=[C:13]([C:15]([CH3:26])([CH3:25])[CH2:16][C@:17]2([C:21]([F:24])([F:23])[F:22])[CH2:18][O:20]2)[CH:14]=1, predict the reactants needed to synthesize it. The reactants are: C(N(CC)CC)C.[F:8][C:9]1[CH:10]=[CH:11][C:12]([O:27][CH3:28])=[C:13]([C:15]([CH3:26])([CH3:25])[CH2:16][C@@:17]([C:21]([F:24])([F:23])[F:22])([OH:20])[CH2:18]O)[CH:14]=1.CS(Cl)(=O)=O.